Task: Predict the reaction yield, written as a fraction of the theoretical maximum amount of product (1.0 means a 100% yield; for example, 0.34 means a 34% yield).. Dataset: Reaction yield outcomes from USPTO patents with 853,638 reactions (1) The reactants are [NH:1]1[C:9]2[C:4](=[CH:5][CH:6]=[C:7]([C:10]([N:12]3[CH2:18][C:17]4([CH3:20])[CH2:19][CH:13]3[CH2:14][C:15]([CH3:22])([CH3:21])[CH2:16]4)=[O:11])[CH:8]=2)[CH:3]=[CH:2]1.[CH2:23]([N:25](CC)CC)C. The catalyst is C(#N)C. The product is [CH3:20][C:17]12[CH2:19][CH:13]([N:12]([C:10]([C:7]3[CH:8]=[C:9]4[C:4]([C:3]([C:23]#[N:25])=[CH:2][NH:1]4)=[CH:5][CH:6]=3)=[O:11])[CH2:18]1)[CH2:14][C:15]([CH3:22])([CH3:21])[CH2:16]2. The yield is 0.170. (2) The reactants are Cl[C:2]1[N:3]=[C:4]([N:13]2[CH2:18][CH2:17][O:16][CH2:15][CH2:14]2)[C:5]2[N:10]=[C:9]([CH:11]=[O:12])[S:8][C:6]=2[N:7]=1.[CH2:19]([C:21]1[NH:22][C:23]2[CH:29]=[CH:28][CH:27]=[CH:26][C:24]=2[N:25]=1)[CH3:20].CC(C1C=C(C(C)C)C(C2C=CC=CC=2P(C2CCCCC2)C2CCCCC2)=C(C(C)C)C=1)C.C([O-])([O-])=O.[Cs+].[Cs+]. The catalyst is O1CCOCC1.C1C=CC(/C=C/C(/C=C/C2C=CC=CC=2)=O)=CC=1.C1C=CC(/C=C/C(/C=C/C2C=CC=CC=2)=O)=CC=1.C1C=CC(/C=C/C(/C=C/C2C=CC=CC=2)=O)=CC=1.[Pd].[Pd]. The product is [CH2:19]([C:21]1[N:22]([C:2]2[N:3]=[C:4]([N:13]3[CH2:18][CH2:17][O:16][CH2:15][CH2:14]3)[C:5]3[N:10]=[C:9]([CH:11]=[O:12])[S:8][C:6]=3[N:7]=2)[C:23]2[CH:29]=[CH:28][CH:27]=[CH:26][C:24]=2[N:25]=1)[CH3:20]. The yield is 0.880. (3) The reactants are S=C1[N:6]([C:7]([O:9][CH2:10][C:11]2[CH:16]=[CH:15][C:14]([O:17][C:18](=[O:20])[CH3:19])=[C:13]([O:21][CH3:22])[CH:12]=2)=[O:8])[CH2:5][CH2:4]S1.C(N)C[C:25]1[CH:30]=[CH:29][CH:28]=[CH:27][CH:26]=1.C(N(CC)CC)C. The catalyst is C1COCC1.C(Cl)Cl. The product is [C:18]([O:17][C:14]1[CH:15]=[CH:16][C:11]([CH2:10][O:9][C:7](=[O:8])[NH:6][CH2:5][CH2:4][C:25]2[CH:30]=[CH:29][CH:28]=[CH:27][CH:26]=2)=[CH:12][C:13]=1[O:21][CH3:22])(=[O:20])[CH3:19]. The yield is 0.560. (4) The reactants are [C:1]([N:4]1[CH2:9][CH2:8][N:7]([C:10]2[N:11]=[C:12]([O:43][CH3:44])[C:13]3[C:18]([C:19]4[CH:24]=[CH:23][CH:22]=[CH:21][CH:20]=4)=[C:17]([C:25]4[CH:30]=[CH:29][C:28]([C:31]5([NH:35]C(=O)OC(C)(C)C)[CH2:34][CH2:33][CH2:32]5)=[CH:27][CH:26]=4)[O:16][C:14]=3[N:15]=2)[CH2:6][CH2:5]1)(=[O:3])[CH3:2].C(O)(C(F)(F)F)=O. The catalyst is ClCCl. The product is [NH2:35][C:31]1([C:28]2[CH:29]=[CH:30][C:25]([C:17]3[O:16][C:14]4[N:15]=[C:10]([N:7]5[CH2:8][CH2:9][N:4]([C:1](=[O:3])[CH3:2])[CH2:5][CH2:6]5)[N:11]=[C:12]([O:43][CH3:44])[C:13]=4[C:18]=3[C:19]3[CH:20]=[CH:21][CH:22]=[CH:23][CH:24]=3)=[CH:26][CH:27]=2)[CH2:34][CH2:33][CH2:32]1. The yield is 0.280.